This data is from Reaction yield outcomes from USPTO patents with 853,638 reactions. The task is: Predict the reaction yield, written as a fraction of the theoretical maximum amount of product (1.0 means a 100% yield; for example, 0.34 means a 34% yield). (1) The reactants are C([NH:4][C@:5]1([C:22](NC(C)(C)C)=[O:23])[C@@H:9]([CH2:10][CH2:11][CH2:12][B:13]2[O:17]C(C)(C)C(C)(C)[O:14]2)[CH2:8][NH:7][CH2:6]1)(=O)C.S([O-])([O-])(=O)=O.[Na+].[Na+].[Cl:36][C:37]1[CH:42]=[CH:41][C:40]([CH2:43][CH2:44][CH:45]=O)=[CH:39][CH:38]=1.C(O[BH-](OC(=O)C)OC(=O)C)(=[O:49])C.[Na+].C(=O)([O-])[O-].[Na+].[Na+]. The catalyst is ClCCCl.C(O)(=O)C. The product is [NH2:4][C@:5]1([C:22]([OH:23])=[O:49])[C@@H:9]([CH2:10][CH2:11][CH2:12][B:13]([OH:14])[OH:17])[CH2:8][N:7]([CH2:45][CH2:44][CH2:43][C:40]2[CH:41]=[CH:42][C:37]([Cl:36])=[CH:38][CH:39]=2)[CH2:6]1. The yield is 0.380. (2) The reactants are [CH3:1][O-:2].[Na+].[Na].Cl[C:6]1[CH:11]=[C:10](Cl)[C:9]([C:13]([F:16])([F:15])[F:14])=[CH:8][C:7]=1[N+:17]([O-:19])=[O:18].[CH3:20][OH:21]. No catalyst specified. The product is [CH3:1][O:2][C:6]1[CH:11]=[C:10]([O:21][CH3:20])[C:9]([C:13]([F:16])([F:15])[F:14])=[CH:8][C:7]=1[N+:17]([O-:19])=[O:18]. The yield is 0.970. (3) The reactants are [C:1]([O:8][CH3:9])(=[O:7])/[CH:2]=[CH:3]/[C:4]([OH:6])=[O:5].[CH2:10]([NH:17][C:18](=[O:21])[CH2:19]Cl)[C:11]1[CH:16]=[CH:15][CH:14]=[CH:13][CH:12]=1. The catalyst is CN1C(=O)CCC1. The product is [C:1]([O:8][CH3:9])(=[O:7])/[CH:2]=[CH:3]/[C:4]([O:6][CH2:19][C:18](=[O:21])[NH:17][CH2:10][C:11]1[CH:16]=[CH:15][CH:14]=[CH:13][CH:12]=1)=[O:5]. The yield is 0.530. (4) The reactants are Br[C:2]1[C:11]2[C:6](=[CH:7][CH:8]=[CH:9][CH:10]=2)[C:5]([O:12][CH3:13])=[CH:4][CH:3]=1.[C:14]1([C:24]2[CH:29]=[CH:28][C:27](B(O)O)=[CH:26][CH:25]=2)[C:23]2[C:18](=[CH:19][CH:20]=[CH:21][CH:22]=2)[CH:17]=[CH:16][CH:15]=1.C(=O)([O-])[O-].[K+].[K+].O. The catalyst is C1(C)C=CC=CC=1.C1C=CC([P]([Pd]([P](C2C=CC=CC=2)(C2C=CC=CC=2)C2C=CC=CC=2)([P](C2C=CC=CC=2)(C2C=CC=CC=2)C2C=CC=CC=2)[P](C2C=CC=CC=2)(C2C=CC=CC=2)C2C=CC=CC=2)(C2C=CC=CC=2)C2C=CC=CC=2)=CC=1.O1CCCC1. The product is [CH3:13][O:12][C:5]1[C:6]2[C:11](=[CH:10][CH:9]=[CH:8][CH:7]=2)[C:2]([C:27]2[CH:28]=[CH:29][C:24]([C:14]3[C:23]4[C:18](=[CH:19][CH:20]=[CH:21][CH:22]=4)[CH:17]=[CH:16][CH:15]=3)=[CH:25][CH:26]=2)=[CH:3][CH:4]=1. The yield is 0.526.